This data is from NCI-60 drug combinations with 297,098 pairs across 59 cell lines. The task is: Regression. Given two drug SMILES strings and cell line genomic features, predict the synergy score measuring deviation from expected non-interaction effect. (1) Drug 1: CC1=C(C(=O)C2=C(C1=O)N3CC4C(C3(C2COC(=O)N)OC)N4)N. Drug 2: CC(C)(C1=NC(=CC=C1)N2C3=NC(=NC=C3C(=O)N2CC=C)NC4=CC=C(C=C4)N5CCN(CC5)C)O. Cell line: NCIH23. Synergy scores: CSS=86.9, Synergy_ZIP=6.57, Synergy_Bliss=5.52, Synergy_Loewe=4.76, Synergy_HSA=10.9. (2) Drug 2: C1=NC2=C(N1)C(=S)N=CN2. Cell line: HOP-62. Synergy scores: CSS=55.9, Synergy_ZIP=-7.85, Synergy_Bliss=-11.4, Synergy_Loewe=-9.13, Synergy_HSA=-8.26. Drug 1: CC12CCC3C(C1CCC2=O)CC(=C)C4=CC(=O)C=CC34C.